From a dataset of Orexin1 receptor HTS with 218,158 compounds and 233 confirmed actives. Binary Classification. Given a drug SMILES string, predict its activity (active/inactive) in a high-throughput screening assay against a specified biological target. (1) The drug is S1(=O)(=O)N(CC(=O)NCCc2ccc(S(=O)(=O)N)cc2)C(=O)c2c1cccc2. The result is 0 (inactive). (2) The molecule is s1c(c2[nH]c(=S)ncc2)ccc1. The result is 0 (inactive). (3) The compound is S\1CC(O)(N(Cc2occc2)C1=N/c1cccnc1)c1ccc(F)cc1. The result is 0 (inactive).